From a dataset of CYP2C9 inhibition data for predicting drug metabolism from PubChem BioAssay. Regression/Classification. Given a drug SMILES string, predict its absorption, distribution, metabolism, or excretion properties. Task type varies by dataset: regression for continuous measurements (e.g., permeability, clearance, half-life) or binary classification for categorical outcomes (e.g., BBB penetration, CYP inhibition). Dataset: cyp2c9_veith. The drug is Clc1ccc(C2=CCC[C@H]3CC[C@@H]2N3)cn1. The result is 0 (non-inhibitor).